From a dataset of Peptide-MHC class II binding affinity with 134,281 pairs from IEDB. Regression. Given a peptide amino acid sequence and an MHC pseudo amino acid sequence, predict their binding affinity value. This is MHC class II binding data. (1) The peptide sequence is GSLYVNKHAFHTPAF. The MHC is DRB1_0101 with pseudo-sequence DRB1_0101. The binding affinity (normalized) is 0.649. (2) The binding affinity (normalized) is 0.333. The MHC is DRB3_0101 with pseudo-sequence DRB3_0101. The peptide sequence is TLGSTSADEVQRMMA. (3) The peptide sequence is AYVYFASDASTYTTG. The MHC is DRB1_1501 with pseudo-sequence DRB1_1501. The binding affinity (normalized) is 0.538. (4) The peptide sequence is SSKVTITDTTIGTGD. The MHC is HLA-DQA10101-DQB10501 with pseudo-sequence HLA-DQA10101-DQB10501. The binding affinity (normalized) is 0.0553. (5) The peptide sequence is AFILHGDNLFPKV. The MHC is DRB1_0401 with pseudo-sequence DRB1_0401. The binding affinity (normalized) is 0.605. (6) The peptide sequence is YDKFLANVSTVATGK. The MHC is DRB1_0401 with pseudo-sequence DRB1_0401. The binding affinity (normalized) is 0.822. (7) The peptide sequence is LGSQEGAMHTALTGA. The MHC is DRB4_0101 with pseudo-sequence DRB4_0103. The binding affinity (normalized) is 0.179. (8) The peptide sequence is YDKFLCNVSTVLTGK. The MHC is DRB1_0405 with pseudo-sequence DRB1_0405. The binding affinity (normalized) is 0.556.